Dataset: Catalyst prediction with 721,799 reactions and 888 catalyst types from USPTO. Task: Predict which catalyst facilitates the given reaction. (1) Reactant: [C:1]([O:9][CH2:10][CH:11]=[O:12])(=O)[C:2]1[CH:7]=[CH:6][CH:5]=[CH:4][CH:3]=1.C1COCC1.[C:18]1([Mg]Br)[CH:23]=[CH:22][CH:21]=[CH:20][CH:19]=1. Product: [CH2:1]([O:9][CH2:10][CH:11]([C:18]1[CH:23]=[CH:22][CH:21]=[CH:20][CH:19]=1)[OH:12])[C:2]1[CH:7]=[CH:6][CH:5]=[CH:4][CH:3]=1. The catalyst class is: 6. (2) Reactant: Br[C:2]1[C:23]([N:24]2[CH2:29][CH2:28][N:27]([CH:30]3[CH2:33][CH2:32][CH2:31]3)[CH2:26][CH2:25]2)=[CH:22][C:5]2[C:6]([CH3:21])([CH3:20])[C:7]3[NH:8][C:9]4[C:14]([C:15]=3[C:16](=[O:17])[C:4]=2[CH:3]=1)=[CH:13][CH:12]=[C:11]([C:18]#[N:19])[CH:10]=4.[CH3:34]B1OB(C)OB(C)O1.C(=O)([O-])[O-].[K+].[K+]. Product: [CH:30]1([N:27]2[CH2:26][CH2:25][N:24]([C:23]3[C:2]([CH3:34])=[CH:3][C:4]4[C:16](=[O:17])[C:15]5[C:14]6[C:9](=[CH:10][C:11]([C:18]#[N:19])=[CH:12][CH:13]=6)[NH:8][C:7]=5[C:6]([CH3:21])([CH3:20])[C:5]=4[CH:22]=3)[CH2:29][CH2:28]2)[CH2:33][CH2:32][CH2:31]1. The catalyst class is: 9.